This data is from Full USPTO retrosynthesis dataset with 1.9M reactions from patents (1976-2016). The task is: Predict the reactants needed to synthesize the given product. (1) Given the product [NH2:11][C:4]1[C:5]2[N:9]=[CH:8][N:7]([C:12]([O:14][C:15]([CH3:18])([CH3:17])[CH3:16])=[O:13])[C:6]=2[CH:10]=[C:2]([Br:1])[CH:3]=1, predict the reactants needed to synthesize it. The reactants are: [Br:1][C:2]1[CH:3]=[C:4]([NH2:11])[C:5]2[N:9]=[CH:8][NH:7][C:6]=2[CH:10]=1.[C:12](O[C:12]([O:14][C:15]([CH3:18])([CH3:17])[CH3:16])=[O:13])([O:14][C:15]([CH3:18])([CH3:17])[CH3:16])=[O:13]. (2) The reactants are: [Cl:1][C:2]1[C:3]([Cl:11])=[N:4][CH:5]=C([CH:10]=1)C(O)=O.O=S(Cl)Cl.[Cl:16][C:17]1[CH:22]=[CH:21][CH:20]=[C:19]([NH:23][CH:24]([CH3:26])C)[C:18]=1[NH2:27].[C:28]1(C)[CH:33]=CC=C[CH:29]=1. Given the product [Cl:16][C:17]1[C:18]2[N:27]([CH2:29][CH2:28][CH3:33])[C:24]([C:26]3[CH:5]=[N:4][C:3]([Cl:11])=[C:2]([Cl:1])[CH:10]=3)=[N:23][C:19]=2[CH:20]=[CH:21][CH:22]=1, predict the reactants needed to synthesize it. (3) Given the product [F:20][C@@H:2]1[CH2:7][CH2:6][C@H:5]([N:8]2[CH2:12][CH2:11][CH2:10][C:9]2=[O:13])[CH2:4][CH2:3]1, predict the reactants needed to synthesize it. The reactants are: O[C@H:2]1[CH2:7][CH2:6][C@H:5]([N:8]2[CH2:12][CH2:11][CH2:10][C:9]2=[O:13])[CH2:4][CH2:3]1.CCN(S(F)(F)[F:20])CC.C([O-])(O)=O.[Na+]. (4) Given the product [Br:9][C:5]1[C:6]([CH3:8])=[CH:7][C:2]([C:11]#[N:12])=[N:3][CH:4]=1, predict the reactants needed to synthesize it. The reactants are: Br[C:2]1[CH:7]=[C:6]([CH3:8])[C:5]([Br:9])=[CH:4][N:3]=1.[Cu][C:11]#[N:12].[C-]#N.[Na+].O.